From a dataset of TCR-epitope binding with 47,182 pairs between 192 epitopes and 23,139 TCRs. Binary Classification. Given a T-cell receptor sequence (or CDR3 region) and an epitope sequence, predict whether binding occurs between them. (1) The epitope is RTLNAWVKV. The TCR CDR3 sequence is CASSQDPGYEQYF. Result: 0 (the TCR does not bind to the epitope). (2) The epitope is HTTDPSFLGRY. The TCR CDR3 sequence is CASSPPGQAAGELFF. Result: 1 (the TCR binds to the epitope). (3) Result: 0 (the TCR does not bind to the epitope). The epitope is LLMPILTLT. The TCR CDR3 sequence is CGILAGVEQFF. (4) The epitope is SSTFNVPMEKLK. The TCR CDR3 sequence is CASSPGHWPETQYF. Result: 1 (the TCR binds to the epitope).